This data is from TCR-epitope binding with 47,182 pairs between 192 epitopes and 23,139 TCRs. The task is: Binary Classification. Given a T-cell receptor sequence (or CDR3 region) and an epitope sequence, predict whether binding occurs between them. (1) The epitope is AIMTRCLAV. The TCR CDR3 sequence is CASSLVYNEQFF. Result: 0 (the TCR does not bind to the epitope). (2) The epitope is KAFSPEVIPMF. The TCR CDR3 sequence is CASSSAGTQETQYF. Result: 1 (the TCR binds to the epitope). (3) The epitope is GLNKIVRMY. The TCR CDR3 sequence is CASSSPGGVTEAFF. Result: 1 (the TCR binds to the epitope). (4) The epitope is PROT_97E67BCC. The TCR CDR3 sequence is CASSALASGDTQYF. Result: 1 (the TCR binds to the epitope).